From a dataset of Forward reaction prediction with 1.9M reactions from USPTO patents (1976-2016). Predict the product of the given reaction. (1) Given the reactants [CH:1]1([CH2:4][O:5][C:6]2[CH:25]=[CH:24][C:9]([C:10]([O:12][CH2:13][C:14]([O:16]CC3C=CC=CC=3)=[O:15])=[O:11])=[CH:8][C:7]=2[CH2:26][N:27]2[CH2:32][CH2:31][O:30][CH2:29][CH2:28]2)[CH2:3][CH2:2]1, predict the reaction product. The product is: [CH:1]1([CH2:4][O:5][C:6]2[CH:25]=[CH:24][C:9]([C:10]([O:12][CH2:13][C:14]([OH:16])=[O:15])=[O:11])=[CH:8][C:7]=2[CH2:26][N:27]2[CH2:28][CH2:29][O:30][CH2:31][CH2:32]2)[CH2:3][CH2:2]1. (2) Given the reactants C([O:3][C:4]([CH:6]1[CH2:23][CH2:22][C:9]2([O:13][N:12]=[C:11]([C:14]3[CH:19]=[CH:18][CH:17]=[C:16]([O:20][CH3:21])[CH:15]=3)[CH2:10]2)[CH2:8][CH2:7]1)=[O:5])C.O.[OH-].[Li+], predict the reaction product. The product is: [CH3:21][O:20][C:16]1[CH:15]=[C:14]([C:11]2[CH2:10][C:9]3([CH2:22][CH2:23][CH:6]([C:4]([OH:5])=[O:3])[CH2:7][CH2:8]3)[O:13][N:12]=2)[CH:19]=[CH:18][CH:17]=1. (3) The product is: [C:1]([O:5][C:6]([N:8]1[CH2:13][CH2:12][CH:11]([O:14][C:15]2[N:16]=[N:17][C:18]([CH2:35][CH2:36][CH2:37][CH3:38])=[C:19]([C:21]3[CH:26]=[CH:25][C:24]([O:27][CH:28]4[CH2:33][CH2:32][CH2:31][CH2:30][CH2:29]4)=[C:23]([C:49]([O:55][CH3:54])=[O:50])[CH:22]=3)[CH:20]=2)[CH2:10][CH2:9]1)=[O:7])([CH3:4])([CH3:3])[CH3:2]. Given the reactants [C:1]([O:5][C:6]([N:8]1[CH2:13][CH2:12][CH:11]([O:14][C:15]2[N:16]=[N:17][C:18]([CH2:35][CH2:36][CH2:37][CH3:38])=[C:19]([C:21]3[CH:26]=[CH:25][C:24]([O:27][CH:28]4[CH2:33][CH2:32][CH2:31][CH2:30][CH2:29]4)=[C:23](Br)[CH:22]=3)[CH:20]=2)[CH2:10][CH2:9]1)=[O:7])([CH3:4])([CH3:3])[CH3:2].ClCCl.C(N(CC)CC)C.[CH3:49][OH:50].CN([CH:54]=[O:55])C, predict the reaction product. (4) Given the reactants Cl.Cl.[NH:3]1[CH2:8][CH2:7][CH2:6][C@@H:5]([N:9]2[C:13]3=[C:14]4[CH:20]=[CH:19][NH:18][C:15]4=[N:16][CH:17]=[C:12]3[NH:11][C:10]2=[O:21])[CH2:4]1.ON1C2C=CC=CC=2N=N1.[S:32]1[CH:36]=[CH:35][CH:34]=[C:33]1[C:37](O)=[O:38].Cl, predict the reaction product. The product is: [S:32]1[CH:36]=[CH:35][CH:34]=[C:33]1[C:37]([N:3]1[CH2:8][CH2:7][CH2:6][C@@H:5]([N:9]2[C:13]3=[C:14]4[CH:20]=[CH:19][NH:18][C:15]4=[N:16][CH:17]=[C:12]3[NH:11][C:10]2=[O:21])[CH2:4]1)=[O:38]. (5) Given the reactants [NH2:1][C:2]1[CH:7]=[C:6]([Cl:8])[CH:5]=[CH:4][C:3]=1[SH:9].Br[CH2:11][C:12]1[CH:17]=[CH:16][CH:15]=[C:14]([N+:18]([O-])=O)[CH:13]=1.[Cl:21][C:22]1[CH:27]=[CH:26][C:25]([S:28](Cl)(=[O:30])=[O:29])=[C:24]([F:32])[CH:23]=1, predict the reaction product. The product is: [NH2:18][C:14]1[CH:13]=[C:12]([CH:17]=[CH:16][CH:15]=1)[CH2:11][S:9][C:3]1[CH:4]=[CH:5][C:6]([Cl:8])=[CH:7][C:2]=1[NH:1][S:28]([C:25]1[CH:26]=[CH:27][C:22]([Cl:21])=[CH:23][C:24]=1[F:32])(=[O:30])=[O:29].